Dataset: Full USPTO retrosynthesis dataset with 1.9M reactions from patents (1976-2016). Task: Predict the reactants needed to synthesize the given product. (1) Given the product [NH2:16][C:15]1[C:14]2[C:13](=[CH:12][C:11]([C:10]3[C:3]4[C:4](=[N:5][CH:6]=[N:7][C:2]=4[NH2:1])[N:8]([CH:20]([CH3:22])[CH3:21])[N:9]=3)=[CH:18][CH:17]=2)[NH:25][N:24]=1, predict the reactants needed to synthesize it. The reactants are: [NH2:1][C:2]1[N:7]=[CH:6][N:5]=[C:4]2[N:8]([CH:20]([CH3:22])[CH3:21])[N:9]=[C:10]([C:11]3[CH:18]=[CH:17][C:14]([C:15]#[N:16])=[C:13](F)[CH:12]=3)[C:3]=12.O.[NH2:24][NH2:25]. (2) Given the product [NH2:13][C:12]1[CH:11]=[C:10]2[C:5]([CH2:6][CH2:7][N:8]([C:16]([O:18][C:19]([CH3:20])([CH3:21])[CH3:22])=[O:17])[CH2:9]2)=[CH:4][C:3]=1[O:2][CH3:1], predict the reactants needed to synthesize it. The reactants are: [CH3:1][O:2][C:3]1[CH:4]=[C:5]2[C:10](=[CH:11][C:12]=1[N+:13]([O-])=O)[CH2:9][N:8]([C:16]([O:18][C:19]([CH3:22])([CH3:21])[CH3:20])=[O:17])[CH2:7][CH2:6]2. (3) Given the product [Cl:1][C:2]1[C:7]([O:8][CH3:9])=[CH:6][C:5]([NH:10][C:11]2[C:20]3[C:15](=[CH:16][C:17]([O:42][CH2:41][CH:36]4[CH2:37][CH2:38][CH2:39][CH2:40][O:35]4)=[C:18]([O:21][CH3:22])[CH:19]=3)[N:14]=[CH:13][N:12]=2)=[C:4]([O:33][CH3:34])[CH:3]=1, predict the reactants needed to synthesize it. The reactants are: [Cl:1][C:2]1[C:7]([O:8][CH3:9])=[CH:6][C:5]([N:10](CC2C=CC(OC)=CC=2)[C:11]2[C:20]3[C:15](=[CH:16][C:17](F)=[C:18]([O:21][CH3:22])[CH:19]=3)[N:14]=[CH:13][N:12]=2)=[C:4]([O:33][CH3:34])[CH:3]=1.[O:35]1[CH2:40][CH2:39][CH2:38][CH2:37][CH:36]1[CH2:41][OH:42].C[Si]([N-][Si](C)(C)C)(C)C.[Na+]. (4) Given the product [CH2:30]([NH:29][C:27]([C:24]1[CH:23]=[CH:22][C:21]([CH2:20][N:7]([C:5](=[O:6])[C:4]([OH:42])=[O:3])[CH:8]([C:10]2[C:19]3[C:14](=[CH:15][CH:16]=[CH:17][CH:18]=3)[CH:13]=[CH:12][CH:11]=2)[CH3:9])=[CH:26][CH:25]=1)=[O:28])[CH2:31][CH2:32][CH2:33][CH2:34][CH2:35][CH2:36][CH2:37][CH2:38][CH2:39][CH2:40][CH3:41], predict the reactants needed to synthesize it. The reactants are: C([O:3][C:4](=[O:42])[C:5]([N:7]([CH2:20][C:21]1[CH:26]=[CH:25][C:24]([C:27]([NH:29][CH2:30][CH2:31][CH2:32][CH2:33][CH2:34][CH2:35][CH2:36][CH2:37][CH2:38][CH2:39][CH2:40][CH3:41])=[O:28])=[CH:23][CH:22]=1)[CH:8]([C:10]1[C:19]2[C:14](=[CH:15][CH:16]=[CH:17][CH:18]=2)[CH:13]=[CH:12][CH:11]=1)[CH3:9])=[O:6])C.O.[OH-].[Li+]. (5) Given the product [Cl:1][C:2]1[CH:7]=[C:6]2[NH:8][C:9](=[O:41])[C:10]3([CH:15]([C:16]4[CH:21]=[C:20]([Cl:22])[CH:19]=[CH:18][C:17]=4[O:23][C:24]4([C:28]([OH:30])=[O:29])[CH2:27][CH2:26][CH2:25]4)[CH2:14][C:13](=[O:32])[NH:12][CH:11]3[C:33]3[CH:38]=[C:37]([F:39])[CH:36]=[CH:35][C:34]=3[CH3:40])[C:5]2=[CH:4][CH:3]=1, predict the reactants needed to synthesize it. The reactants are: [Cl:1][C:2]1[CH:7]=[C:6]2[NH:8][C:9](=[O:41])[C:10]3([CH:15]([C:16]4[CH:21]=[C:20]([Cl:22])[CH:19]=[CH:18][C:17]=4[O:23][C:24]4([C:28]([O:30]C)=[O:29])[CH2:27][CH2:26][CH2:25]4)[CH2:14][C:13](=[O:32])[NH:12][CH:11]3[C:33]3[CH:38]=[C:37]([F:39])[CH:36]=[CH:35][C:34]=3[CH3:40])[C:5]2=[CH:4][CH:3]=1.[OH-].[Na+]. (6) The reactants are: Cl[C:2]1[N:7]=[C:6]([NH:8][CH2:9][CH:10]2[CH2:15][CH2:14][O:13][CH2:12][CH2:11]2)[CH:5]=[N:4][CH:3]=1.[Cl:16][C:17]1[C:18](B(O)O)=[CH:19][C:20]([F:23])=[N:21][CH:22]=1.C(Cl)Cl.C(=O)([O-])[O-].[Na+].[Na+]. Given the product [Cl:16][C:17]1[C:18]([C:2]2[N:7]=[C:6]([NH:8][CH2:9][CH:10]3[CH2:15][CH2:14][O:13][CH2:12][CH2:11]3)[CH:5]=[N:4][CH:3]=2)=[CH:19][C:20]([F:23])=[N:21][CH:22]=1, predict the reactants needed to synthesize it. (7) Given the product [NH2:27][C:20]1[N:19]=[C:18]2[C:23]([N:24]=[CH:25][N:17]2[C@@H:13]2[O:12][C@H:11]([CH2:28][OH:29])[C@@H:10]([OH:9])[C@:14]2([F:16])[CH3:15])=[C:22]([O:39][CH3:38])[N:21]=1, predict the reactants needed to synthesize it. The reactants are: C([O:9][C@H:10]1[C@:14]([F:16])([CH3:15])[C@H:13]([N:17]2[CH:25]=[N:24][C:23]3[C:18]2=[N:19][C:20]([NH2:27])=[N:21][C:22]=3Cl)[O:12][C@@H:11]1[CH2:28][O:29]C(=O)C1C=CC=CC=1)(=O)C1C=CC=CC=1.[CH3:38][OH:39].C[O-].[Na+].